Dataset: Full USPTO retrosynthesis dataset with 1.9M reactions from patents (1976-2016). Task: Predict the reactants needed to synthesize the given product. (1) Given the product [Cl:1][C:2]1[CH:7]=[C:6]([Cl:8])[CH:5]=[CH:4][C:3]=1[C:9]1[CH2:12][CH2:11][C:10]=1[NH:23][CH:24]=[O:25], predict the reactants needed to synthesize it. The reactants are: [Cl:1][C:2]1[CH:7]=[C:6]([Cl:8])[CH:5]=[CH:4][C:3]=1[CH:9]1[CH2:12][CH2:11][C:10]1([NH:23][CH:24]=[O:25])S(C1C=CC(C)=CC=1)(=O)=O.CC(C)([O-])C.[Na+].CCOC(C)=O.O. (2) Given the product [CH3:9][C:10]1[CH:15]=[CH:14][C:13]([O:16][C:5](=[O:7])[CH3:6])=[CH:12][CH:11]=1, predict the reactants needed to synthesize it. The reactants are: [Cl-].[Al+3].[Cl-].[Cl-].[C:5](Cl)(=[O:7])[CH3:6].[CH3:9][C:10]1[CH:15]=[CH:14][C:13]([OH:16])=[CH:12][CH:11]=1. (3) Given the product [C:12]([O:11][C:9]([N:19]1[CH2:20][CH2:21][C:22](=[O:23])[C:17]([CH3:24])([CH3:16])[CH2:18]1)=[O:10])([CH3:13])([CH3:14])[CH3:15], predict the reactants needed to synthesize it. The reactants are: [C:12]([O:11][C:9](O[C:9]([O:11][C:12]([CH3:15])([CH3:14])[CH3:13])=[O:10])=[O:10])([CH3:15])([CH3:14])[CH3:13].[CH3:16][C:17]1([CH3:24])[C:22](=[O:23])[CH2:21][CH2:20][NH:19][CH2:18]1.C(N(CC)CC)C. (4) Given the product [OH:27][C:5]1[C:6]([CH2:24][CH2:25][CH3:26])=[C:7]([O:8][CH2:9][CH2:10][CH2:11][CH2:12][O:13][C:14]2[CH:21]=[CH:20][CH:19]=[C:16]([C:17]3[NH:30][N:29]=[N:28][N:18]=3)[CH:15]=2)[CH:22]=[CH:23][C:4]=1[C:1](=[O:3])[CH3:2], predict the reactants needed to synthesize it. The reactants are: [C:1]([C:4]1[CH:23]=[CH:22][C:7]([O:8][CH2:9][CH2:10][CH2:11][CH2:12][O:13][C:14]2[CH:15]=[C:16]([CH:19]=[CH:20][CH:21]=2)[C:17]#[N:18])=[C:6]([CH2:24][CH2:25][CH3:26])[C:5]=1[OH:27])(=[O:3])[CH3:2].[N:28]([Si](C)(C)C)=[N+:29]=[N-:30].C([Sn](=O)CCCC)CCC. (5) Given the product [ClH:36].[NH2:25][CH2:24][CH:23]([C:20]1[CH:19]=[CH:18][C:17]([C:4]2[C:5]3[C:6]4[CH:16]=[CH:15][S:14][C:7]=4[C:8](=[O:13])[NH:9][C:10]=3[CH:11]=[CH:12][C:3]=2[O:2][CH3:1])=[CH:22][CH:21]=1)[CH:33]([CH3:34])[CH3:35], predict the reactants needed to synthesize it. The reactants are: [CH3:1][O:2][C:3]1[CH:12]=[CH:11][C:10]2[NH:9][C:8](=[O:13])[C:7]3[S:14][CH:15]=[CH:16][C:6]=3[C:5]=2[C:4]=1[C:17]1[CH:22]=[CH:21][C:20]([CH:23]([CH:33]([CH3:35])[CH3:34])[CH2:24][NH:25]C(=O)OC(C)(C)C)=[CH:19][CH:18]=1.[ClH:36].